Task: Predict the reaction yield, written as a fraction of the theoretical maximum amount of product (1.0 means a 100% yield; for example, 0.34 means a 34% yield).. Dataset: Reaction yield outcomes from USPTO patents with 853,638 reactions (1) The reactants are [CH3:1][O:2][C:3](=[O:15])[C:4](O)=[CH:5][C:6](=O)[C:7]1[CH:8]=[N:9][CH:10]=[CH:11][CH:12]=1.Cl.[Cl:17][C:18]1[CH:19]=[C:20]([NH:25][NH2:26])[CH:21]=[CH:22][C:23]=1[Cl:24]. The yield is 0.700. The product is [ClH:17].[CH3:1][O:2][C:3]([C:4]1[CH:5]=[C:6]([C:7]2[CH:8]=[N:9][CH:10]=[CH:11][CH:12]=2)[N:25]([C:20]2[CH:21]=[CH:22][C:23]([Cl:24])=[C:18]([Cl:17])[CH:19]=2)[N:26]=1)=[O:15]. The catalyst is CCO. (2) The reactants are [CH2:1]([NH:8][C:9](=O)[C:10]1[CH:15]=[CH:14][C:13]([Cl:16])=[CH:12][C:11]=1[O:17][CH:18]([C:20]#[CH:21])[CH3:19])[C:2]1[CH:7]=[CH:6][CH:5]=[CH:4][CH:3]=1.COC1C=CC(P2(SP(C3C=CC(OC)=CC=3)(=S)S2)=[S:32])=CC=1. The catalyst is C1COCC1. The product is [CH2:1]([NH:8][C:9](=[S:32])[C:10]1[CH:15]=[CH:14][C:13]([Cl:16])=[CH:12][C:11]=1[O:17][CH:18]([C:20]#[CH:21])[CH3:19])[C:2]1[CH:7]=[CH:6][CH:5]=[CH:4][CH:3]=1. The yield is 0.990. (3) The yield is 0.810. The product is [Br:22][CH:9]([C:10](=[O:12])[C:14]([CH3:17])([CH3:16])[CH3:15])[CH2:8][CH:5]1[CH2:4][CH2:3][C:2]([F:1])([F:13])[CH2:7][CH2:6]1. The catalyst is S(Cl)(Cl)=O.[Cu]Cl. The reactants are [F:1][C:2]1([F:13])[CH2:7][CH2:6][CH:5]([CH2:8][CH2:9][C:10]([OH:12])=O)[CH2:4][CH2:3]1.[C:14]([Mg]Cl)([CH3:17])([CH3:16])[CH3:15].[Cl-].[NH4+].[Br-:22].[Br-].[Br-].C([N+](CCCC)(CCCC)CCCC)CCC.C([N+](CCCC)(CCCC)CCCC)CCC.C([N+](CCCC)(CCCC)CCCC)CCC.C(=O)([O-])O.[Na+]. (4) The reactants are [N:1]1[CH:6]=[CH:5][CH:4]=[CH:3][C:2]=1[C:7]1[N:11]=[C:10]([C:12]2[CH:17]=[C:16]([C:18]#[N:19])[CH:15]=[C:14](Br)[CH:13]=2)[O:9][N:8]=1.B1([C:27]2[CH:32]=[CH:31][CH:30]=[N:29][CH:28]=2)OCCCO1.COCCOC.C(=O)([O-])[O-].[Na+].[Na+]. The catalyst is CCCCCC.C(OCC)C.C1C=CC([P]([Pd]([P](C2C=CC=CC=2)(C2C=CC=CC=2)C2C=CC=CC=2)([P](C2C=CC=CC=2)(C2C=CC=CC=2)C2C=CC=CC=2)[P](C2C=CC=CC=2)(C2C=CC=CC=2)C2C=CC=CC=2)(C2C=CC=CC=2)C2C=CC=CC=2)=CC=1.C(OCC)(=O)C. The product is [N:1]1[CH:6]=[CH:5][CH:4]=[CH:3][C:2]=1[C:7]1[N:11]=[C:10]([C:12]2[CH:13]=[C:14]([C:27]3[CH:28]=[N:29][CH:30]=[CH:31][CH:32]=3)[CH:15]=[C:16]([C:18]#[N:19])[CH:17]=2)[O:9][N:8]=1. The yield is 0.220.